The task is: Predict the reaction yield, written as a fraction of the theoretical maximum amount of product (1.0 means a 100% yield; for example, 0.34 means a 34% yield).. This data is from Reaction yield outcomes from USPTO patents with 853,638 reactions. (1) The reactants are [CH:1]1([C:4]2[NH:8][N:7]=[C:6]([NH:9][C:10]3[C:17]([F:18])=[CH:16][C:13]([CH:14]=O)=[C:12]([NH:19][C@H:20]([C:22]4[CH:27]=[CH:26][C:25]([F:28])=[CH:24][CH:23]=4)[CH3:21])[N:11]=3)[CH:5]=2)[CH2:3][CH2:2]1.[NH:29]1[CH2:34][CH2:33][O:32][CH2:31][CH2:30]1.[BH-](OC(C)=O)(OC(C)=O)OC(C)=O.[Na+]. The catalyst is ClCCCl. The product is [CH:1]1([C:4]2[NH:8][N:7]=[C:6]([NH:9][C:10]3[C:17]([F:18])=[CH:16][C:13]([CH2:14][N:29]4[CH2:34][CH2:33][O:32][CH2:31][CH2:30]4)=[C:12]([NH:19][C@H:20]([C:22]4[CH:27]=[CH:26][C:25]([F:28])=[CH:24][CH:23]=4)[CH3:21])[N:11]=3)[CH:5]=2)[CH2:3][CH2:2]1. The yield is 0.670. (2) The reactants are [C:1]([C:3]1[CH:8]=[CH:7][CH:6]=[CH:5][N:4]=1)#[CH:2].[Li]CCCC.Cl[C:15]([O:17][CH2:18][CH3:19])=[O:16]. The catalyst is C1COCC1. The product is [CH2:18]([O:17][C:15](=[O:16])[C:2]#[C:1][C:3]1[CH:8]=[CH:7][CH:6]=[CH:5][N:4]=1)[CH3:19]. The yield is 0.660. (3) The reactants are C(Cl)(=O)C(Cl)=O.[CH3:7][NH:8][C:9](=O)[CH3:10].N1C(C)=CC=CC=1C.[C:20]([NH:28][NH2:29])(=O)[C:21]1[CH:26]=[CH:25][N:24]=[CH:23][CH:22]=1. The catalyst is C(Cl)Cl. The product is [CH3:7][N:8]1[C:9]([CH3:10])=[N:29][N:28]=[C:20]1[C:21]1[CH:26]=[CH:25][N:24]=[CH:23][CH:22]=1. The yield is 0.440. (4) The reactants are [CH:1]1([N:6]2[CH2:11][CH2:10][N:9]([C:12]([C:14]3[CH:15]=[C:16]4[C:20](=[CH:21][CH:22]=3)[NH:19][C:18]([C:23]([N:25]3[CH2:30][CH2:29][C:28]([F:32])([F:31])[CH2:27][CH2:26]3)=[O:24])=[CH:17]4)=[O:13])[CH2:8][CH2:7]2)[CH2:5][CH2:4][CH2:3][CH2:2]1.[H-].[Na+].CS(O[CH2:40][C:41]([F:44])([F:43])[F:42])(=O)=O. The catalyst is CN(C)C=O. The product is [CH:1]1([N:6]2[CH2:7][CH2:8][N:9]([C:12]([C:14]3[CH:15]=[C:16]4[C:20](=[CH:21][CH:22]=3)[N:19]([CH2:40][C:41]([F:44])([F:43])[F:42])[C:18]([C:23]([N:25]3[CH2:26][CH2:27][C:28]([F:31])([F:32])[CH2:29][CH2:30]3)=[O:24])=[CH:17]4)=[O:13])[CH2:10][CH2:11]2)[CH2:5][CH2:4][CH2:3][CH2:2]1. The yield is 0.310. (5) The reactants are C(C1C=CC([S:10](NCCC(F)(F)F)(=[O:12])=[O:11])=CC=1)(=O)C.[Br-:20].[Br-].[Br-].C[N+](C)(C)[C:25]1[CH:30]=[CH:29][CH:28]=[CH:27][CH:26]=1.C[N+:34]([C:37]1[CH:42]=[CH:41][CH:40]=CC=1)(C)C.[CH3:43][N+](C1C=CC=CC=1)(C)C.[C:53](OCC)(=[O:55])[CH3:54]. The catalyst is C(O)(=O)C. The product is [Br:20][CH2:54][C:53]([C:25]1[CH:26]=[CH:27][C:28]([S:10]([NH:34][CH2:37][CH2:42][CH:41]([CH3:40])[CH3:43])(=[O:12])=[O:11])=[CH:29][CH:30]=1)=[O:55]. The yield is 0.930. (6) The reactants are C(OC([NH:8][C:9]1[CH:13]=[CH:12][S:11][C:10]=1[C:14]1[CH:19]=[CH:18][C:17]([Br:20])=[CH:16][CH:15]=1)=O)(C)(C)C.Cl.O.C([O-])(O)=O.[Na+]. The catalyst is CCOC(C)=O. The product is [Br:20][C:17]1[CH:18]=[CH:19][C:14]([C:10]2[S:11][CH:12]=[CH:13][C:9]=2[NH2:8])=[CH:15][CH:16]=1. The yield is 0.740.